From a dataset of Reaction yield outcomes from USPTO patents with 853,638 reactions. Predict the reaction yield, written as a fraction of the theoretical maximum amount of product (1.0 means a 100% yield; for example, 0.34 means a 34% yield). (1) The reactants are [C:1]1(C)C=CC=CC=1.[CH3:8][O:9][C:10]1[CH:28]=[CH:27][C:13]([CH2:14][NH:15][C:16](=[O:26])[C:17]2[CH:22]=[C:21]([F:23])[C:20]([F:24])=[CH:19][C:18]=2[OH:25])=[CH:12][CH:11]=1.C=O.C(=O)(O)[O-].[Na+]. The catalyst is C1(C)C=CC(S(O)(=O)=O)=CC=1.O. The product is [CH3:8][O:9][C:10]1[CH:11]=[CH:12][C:13]([CH2:14][N:15]2[C:16](=[O:26])[C:17]3[CH:22]=[C:21]([F:23])[C:20]([F:24])=[CH:19][C:18]=3[O:25][CH2:1]2)=[CH:27][CH:28]=1. The yield is 0.860. (2) The reactants are [Br:1][C:2]1[CH:7]=[CH:6][C:5]([OH:8])=[CH:4][CH:3]=1.[CH2:9](Br)[CH2:10][C@H:11]([CH2:13][CH2:14][CH:15]=[C:16]([CH3:18])[CH3:17])[CH3:12].C(=O)([O-])[O-].[K+].[K+]. The catalyst is CC(=O)CC. The product is [Br:1][C:2]1[CH:7]=[CH:6][C:5]([O:8][CH2:9][CH2:10][C@@H:11]([CH3:12])[CH2:13][CH2:14][CH:15]=[C:16]([CH3:18])[CH3:17])=[CH:4][CH:3]=1. The yield is 0.682. (3) The reactants are [CH3:1][S:2][C:3]1[N:8]=[CH:7][CH:6]=[C:5]([C:9]2[S:10][C:11]3[CH:19]=[CH:18][CH:17]=[CH:16][C:12]=3[C:13](=[O:15])[N:14]=2)[N:4]=1.ClC1C=CC=C(C(OO)=[O:28])C=1. The catalyst is C(Cl)(Cl)Cl. The product is [CH3:1][S:2]([C:3]1[N:8]=[CH:7][CH:6]=[C:5]([C:9]2[S:10][C:11]3[CH:19]=[CH:18][CH:17]=[CH:16][C:12]=3[C:13](=[O:15])[N:14]=2)[N:4]=1)=[O:28]. The yield is 0.550. (4) No catalyst specified. The yield is 0.830. The reactants are [Br:1][C:2]1[C:3]([Cl:12])=[N:4][CH:5]=[C:6]([S:8](Cl)(=[O:10])=[O:9])[CH:7]=1.[NH2:13][C:14]([CH3:19])([CH2:17][OH:18])[CH2:15][OH:16]. The product is [OH:16][CH2:15][C:14]([NH:13][S:8]([C:6]1[CH:5]=[N:4][C:3]([Cl:12])=[C:2]([Br:1])[CH:7]=1)(=[O:10])=[O:9])([CH2:17][OH:18])[CH3:19]. (5) The reactants are [ClH:1].C[N:3]1[C:7]2=[N:8][C:9]([NH2:19])=[N:10][C:11](N3CCNC[C@@H]3C)=[C:6]2[C:5](C)=[N:4]1.C([O-])(=O)C.[Na+].[Br:26]Br. The catalyst is C(O)(=O)C.O. The product is [Br:26][C:5]1[C:6]2[C:7](=[N:8][C:9]([NH2:19])=[N:10][C:11]=2[Cl:1])[NH:3][N:4]=1. The yield is 0.730. (6) The reactants are [NH2:1][N:2]1[C:7](=[O:8])[C:6]([C:9]2[NH:14][C:13]3[CH:15]=[CH:16][CH:17]=[CH:18][C:12]=3[S:11](=[O:20])(=[O:19])[N:10]=2)=[C:5]([OH:21])[C:4]2[S:22][CH:23]=[CH:24][C:3]1=2.[CH3:25][O:26][C:27]1[CH:28]=[C:29]([CH:32]=[CH:33][CH:34]=1)[CH:30]=O. The catalyst is CN(C)C(=O)C. The product is [O:19]=[S:11]1(=[O:20])[C:12]2[CH:18]=[CH:17][CH:16]=[CH:15][C:13]=2[NH:14][C:9]([C:6]2[C:7](=[O:8])[N:2]([N:1]=[CH:30][C:29]3[CH:32]=[CH:33][CH:34]=[C:27]([O:26][CH3:25])[CH:28]=3)[C:3]3[CH:24]=[CH:23][S:22][C:4]=3[C:5]=2[OH:21])=[N:10]1. The yield is 0.720. (7) The reactants are [CH3:1][C:2]#[N:3].C([Li])CCC.C[O:10][C:11]([C:13]1[CH:14]=[C:15]2[C:19](=[CH:20][CH:21]=1)[N:18]([Si:22]([CH:29]([CH3:31])[CH3:30])([CH:26]([CH3:28])[CH3:27])[CH:23]([CH3:25])[CH3:24])[CH:17]=[CH:16]2)=O.Cl. The catalyst is C1(C)C=CC=CC=1.CCCCCC. The product is [O:10]=[C:11]([C:13]1[CH:14]=[C:15]2[C:19](=[CH:20][CH:21]=1)[N:18]([Si:22]([CH:26]([CH3:28])[CH3:27])([CH:29]([CH3:31])[CH3:30])[CH:23]([CH3:24])[CH3:25])[CH:17]=[CH:16]2)[CH2:1][C:2]#[N:3]. The yield is 0.960. (8) The reactants are [CH3:1][C:2]1([CH3:16])[CH2:7][NH:6][CH2:5][C:4]2[CH:8]=[C:9]([C:11]([O:13][CH2:14][CH3:15])=[O:12])[S:10][C:3]1=2.CCN(C(C)C)C(C)C.[N+:26]([C:29]1[CH:34]=[CH:33][CH:32]=[CH:31][C:30]=1[S:35](Cl)(=[O:37])=[O:36])([O-:28])=[O:27]. The catalyst is C(Cl)Cl. The product is [CH3:1][C:2]1([CH3:16])[CH2:7][N:6]([S:35]([C:30]2[CH:31]=[CH:32][CH:33]=[CH:34][C:29]=2[N+:26]([O-:28])=[O:27])(=[O:36])=[O:37])[CH2:5][C:4]2[CH:8]=[C:9]([C:11]([O:13][CH2:14][CH3:15])=[O:12])[S:10][C:3]1=2. The yield is 0.880.